Dataset: Catalyst prediction with 721,799 reactions and 888 catalyst types from USPTO. Task: Predict which catalyst facilitates the given reaction. Reactant: Cl[C:2]1[CH:7]=[CH:6][C:5]([N+:8]([O-:10])=[O:9])=[CH:4][N:3]=1.[Cl:11][C:12]1[C:17]([OH:18])=[CH:16][C:15]([NH:19][C:20](=[O:32])[C:21]2[CH:26]=[CH:25][CH:24]=[C:23]([C:27]([C:30]#[N:31])([CH3:29])[CH3:28])[CH:22]=2)=[C:14]([F:33])[CH:13]=1.C(=O)([O-])[O-].[K+].[K+]. Product: [Cl:11][C:12]1[C:17]([O:18][C:2]2[CH:7]=[CH:6][C:5]([N+:8]([O-:10])=[O:9])=[CH:4][N:3]=2)=[CH:16][C:15]([NH:19][C:20](=[O:32])[C:21]2[CH:26]=[CH:25][CH:24]=[C:23]([C:27]([C:30]#[N:31])([CH3:29])[CH3:28])[CH:22]=2)=[C:14]([F:33])[CH:13]=1. The catalyst class is: 9.